From a dataset of Reaction yield outcomes from USPTO patents with 853,638 reactions. Predict the reaction yield, written as a fraction of the theoretical maximum amount of product (1.0 means a 100% yield; for example, 0.34 means a 34% yield). (1) The reactants are [NH:1]1[CH:5]=[C:4]([C:6](=[S:8])[NH2:7])[CH:3]=[N:2]1.Br[CH2:10][C:11](=O)[C:12]([OH:14])=O.[NH2:16][C@H:17]([CH3:33])[CH2:18][N:19]1[CH:23]=[CH:22][C:21]([C:24]2[CH:31]=[CH:30][C:27]([C:28]#[N:29])=[C:26]([Cl:32])[CH:25]=2)=[N:20]1.C(Cl)Cl. The catalyst is C1COCC1. The product is [Cl:32][C:26]1[CH:25]=[C:24]([C:21]2[CH:22]=[CH:23][N:19]([CH2:18][C@H:17]([NH:16][C:12]([C:11]3[N:7]=[C:6]([C:4]4[CH:5]=[N:1][NH:2][CH:3]=4)[S:8][CH:10]=3)=[O:14])[CH3:33])[N:20]=2)[CH:31]=[CH:30][C:27]=1[C:28]#[N:29]. The yield is 0.137. (2) The reactants are [CH:1]1([NH:4][C:5](=[O:17])[C:6]2[CH:11]=[CH:10][C:9]([CH3:12])=[C:8]([NH:13][C:14]([NH2:16])=[S:15])[CH:7]=2)[CH2:3][CH2:2]1.Br[CH2:19][C:20](=O)[C:21]([O:23]CC)=O. The catalyst is C(O)C. The product is [C:8]1([NH:13][C:21]([C:20]2[N:16]=[C:14]([NH:13][C:8]3[CH:7]=[C:6]([C:5](=[O:17])[NH:4][CH:1]4[CH2:3][CH2:2]4)[CH:11]=[CH:10][C:9]=3[CH3:12])[S:15][CH:19]=2)=[O:23])[CH:9]=[CH:10][CH:11]=[CH:6][CH:7]=1. The yield is 0.450.